This data is from Full USPTO retrosynthesis dataset with 1.9M reactions from patents (1976-2016). The task is: Predict the reactants needed to synthesize the given product. Given the product [C:1]([O:5][C:6](=[O:21])[NH:7][C@@H:8]1[C:14](=[O:15])[N:13]([CH2:29][C:28]2[CH:31]=[CH:32][C:25]([Cl:24])=[CH:26][CH:27]=2)[C:12]2[CH:16]=[CH:17][CH:18]=[CH:19][C:11]=2[O:10][C@@H:9]1[CH3:20])([CH3:4])([CH3:2])[CH3:3], predict the reactants needed to synthesize it. The reactants are: [C:1]([O:5][C:6](=[O:21])[NH:7][C@@H:8]1[C:14](=[O:15])[NH:13][C:12]2[CH:16]=[CH:17][CH:18]=[CH:19][C:11]=2[O:10][C@@H:9]1[CH3:20])([CH3:4])([CH3:3])[CH3:2].[H-].[Na+].[Cl:24][C:25]1[CH:32]=[CH:31][C:28]([CH2:29]Cl)=[CH:27][CH:26]=1.